This data is from Catalyst prediction with 721,799 reactions and 888 catalyst types from USPTO. The task is: Predict which catalyst facilitates the given reaction. (1) Product: [CH3:27][O:28][C:29](=[O:42])[CH2:30][C:31]1[C:35]2[C:36]([F:41])=[CH:37][C:38]([O:22][CH2:21][C:20]3[C:15]([CH3:14])=[N:16][C:17]([C:23]([F:24])([F:26])[F:25])=[CH:18][CH:19]=3)=[CH:39][C:34]=2[S:33][CH:32]=1. The catalyst class is: 1. Reactant: C(P(CCCC)CCCC)CCC.[CH3:14][C:15]1[C:20]([CH2:21][OH:22])=[CH:19][CH:18]=[C:17]([C:23]([F:26])([F:25])[F:24])[N:16]=1.[CH3:27][O:28][C:29](=[O:42])[CH2:30][C:31]1[C:35]2[C:36]([F:41])=[CH:37][C:38](O)=[CH:39][C:34]=2[S:33][CH:32]=1.C1CCN(C(N=NC(N2CCCCC2)=O)=O)CC1. (2) Reactant: Br[CH2:2][C:3]1[N:13]([CH2:14][C:15]([CH3:18])([CH3:17])[CH3:16])[C:6]2[N:7]=[C:8]([C:11]#[N:12])[N:9]=[CH:10][C:5]=2[CH:4]=1.Cl.[OH:20][CH2:21][CH2:22][N:23]1[C:27](=[O:28])[CH2:26][C:25]2([CH2:33][CH2:32][NH:31][CH2:30][CH2:29]2)[C:24]1=[O:34].C(=O)([O-])[O-].[K+].[K+]. Product: [CH3:16][C:15]([CH3:18])([CH3:17])[CH2:14][N:13]1[C:6]2[N:7]=[C:8]([C:11]#[N:12])[N:9]=[CH:10][C:5]=2[CH:4]=[C:3]1[CH2:2][N:31]1[CH2:32][CH2:33][C:25]2([C:24](=[O:34])[N:23]([CH2:22][CH2:21][OH:20])[C:27](=[O:28])[CH2:26]2)[CH2:29][CH2:30]1. The catalyst class is: 3. (3) Reactant: [CH2:1]([OH:4])[CH2:2][OH:3].[Na].Br[C:7]1[N:14]=[C:13]([NH2:15])[CH:12]=[C:11]([NH2:16])[C:8]=1[C:9]#[N:10]. Product: [NH2:16][C:11]1[C:8]([C:9]#[N:10])=[C:7]([O:3][CH2:2][CH2:1][OH:4])[N:14]=[C:13]([NH2:15])[CH:12]=1. The catalyst class is: 6. (4) Reactant: CN(C)C=O.[Cl:6][C:7]1[CH:8]=[C:9]([C:14]2[S:15][CH:16]=[C:17]([C:20]([CH3:22])=O)[C:18]=2[OH:19])[CH:10]=[CH:11][C:12]=1[Cl:13].[NH:23]([C:25]([N:27]1[CH2:32][CH2:31][CH:30]([C:33]([O:35][CH3:36])=[O:34])[CH2:29][CH2:28]1)=[S:26])[NH2:24].Cl. Product: [Cl:6][C:7]1[CH:8]=[C:9]([C:14]2[S:15][CH:16]=[C:17]([C:20](=[N:24][NH:23][C:25]([N:27]3[CH2:32][CH2:31][CH:30]([C:33]([O:35][CH3:36])=[O:34])[CH2:29][CH2:28]3)=[S:26])[CH3:22])[C:18]=2[OH:19])[CH:10]=[CH:11][C:12]=1[Cl:13]. The catalyst class is: 6. (5) Reactant: C([O:3][P:4]([CH2:9][CH2:10][N:11]1[CH2:19][CH2:18][CH2:17][NH:16][C:15]2[C:14](=[O:20])[C:13](=[O:21])[C:12]1=2)(=[O:8])[O:5]CC)C.[I-].[K+].C[Si](Cl)(C)C.O. Product: [CH2:18]1[CH2:19][N:11]([CH2:10][CH2:9][P:4]([OH:5])([OH:8])=[O:3])[C:12]2=[C:13]([OH:21])[C:14](=[O:20])[C:15]2=[N:16][CH2:17]1. The catalyst class is: 10. (6) Reactant: [C:1]12(OCC[O:12]1)[C:9]1[C:4](=[CH:5][C:6]([CH2:10][OH:11])=[CH:7][CH:8]=1)[CH2:3][CH2:2]2.C1(C)C=CC(S(O)(=O)=O)=CC=1.C(=O)([O-])[O-].[K+].[K+].N. Product: [OH:11][CH2:10][C:6]1[CH:5]=[C:4]2[C:9](=[CH:8][CH:7]=1)[C:1](=[O:12])[CH2:2][CH2:3]2. The catalyst class is: 283. (7) Reactant: [NH2:1][C:2]1[S:3][C:4]2[CH:10]=[CH:9][CH:8]=[CH:7][C:5]=2[N:6]=1.[C:11]1([CH3:21])[CH:16]=[CH:15][C:14]([S:17](Cl)(=[O:19])=[O:18])=[CH:13][CH:12]=1. Product: [S:3]1[C:4]2[CH:10]=[CH:9][CH:8]=[CH:7][C:5]=2[NH:6][C:2]1=[N:1][S:17]([C:14]1[CH:15]=[CH:16][C:11]([CH3:21])=[CH:12][CH:13]=1)(=[O:19])=[O:18]. The catalyst class is: 17.